From a dataset of Forward reaction prediction with 1.9M reactions from USPTO patents (1976-2016). Predict the product of the given reaction. Given the reactants CON(C)[C:4]([C:6]1[C:15](=[O:16])[C:14]2[C:9](=[CH:10][CH:11]=[CH:12][CH:13]=2)[N:8]([CH2:17][C:18]2[CH:23]=[CH:22][CH:21]=[C:20]([Br:24])[N:19]=2)[CH:7]=1)=[O:5].[Cl:26][C:27]1[CH:32]=[CH:31][C:30]([Mg]Br)=[CH:29][C:28]=1[CH3:35], predict the reaction product. The product is: [Br:24][C:20]1[N:19]=[C:18]([CH2:17][N:8]2[C:9]3[C:14](=[CH:13][CH:12]=[CH:11][CH:10]=3)[C:15](=[O:16])[C:6]([C:4](=[O:5])[C:30]3[CH:31]=[CH:32][C:27]([Cl:26])=[C:28]([CH3:35])[CH:29]=3)=[CH:7]2)[CH:23]=[CH:22][CH:21]=1.